This data is from Retrosynthesis with 50K atom-mapped reactions and 10 reaction types from USPTO. The task is: Predict the reactants needed to synthesize the given product. (1) Given the product CC(C)(C)NC(=O)c1nn(-c2cnccn2)c2c1C[C@H]1C[C@@H]21, predict the reactants needed to synthesize it. The reactants are: CC(C)(C)N.O=C(O)c1nn(-c2cnccn2)c2c1C[C@H]1C[C@@H]21. (2) Given the product Clc1ccn2c(-c3cccc(-c4cccnc4)c3)cnc2c1, predict the reactants needed to synthesize it. The reactants are: CCCC[Sn](CCCC)(CCCC)c1cccc(-c2cccnc2)c1.Clc1ccn2c(Br)cnc2c1. (3) Given the product CCc1c(C(=O)C(N)=O)c2c(OCC(=O)O)cc3c(c2n1Cc1ccccc1)CCC3, predict the reactants needed to synthesize it. The reactants are: CCc1c(C(=O)C(N)=O)c2c(OCC(=O)OC)cc3c(c2n1Cc1ccccc1)CCC3. (4) Given the product CC(=O)Nc1ccc(Br)cn1, predict the reactants needed to synthesize it. The reactants are: CCOC(C)=O.Nc1ccc(Br)cn1. (5) The reactants are: CCOc1cc(C=O)ccc1O.O=C1CSC(=O)N1c1ccc(F)cc1. Given the product CCOc1cc(C=C2SC(=O)N(c3ccc(F)cc3)C2=O)ccc1O, predict the reactants needed to synthesize it. (6) Given the product CN1CCN(c2cccc3c2CC[C@H](NS(=O)(=O)c2cccc(Cl)c2)C3)CC1, predict the reactants needed to synthesize it. The reactants are: CN1CCN(c2cccc3c2CC[C@H](N)C3)CC1.O=S(=O)(Cl)c1cccc(Cl)c1. (7) Given the product CC(=O)Nc1nc2ccc(-c3ccc(F)cc3)nc2c(=O)[nH]1, predict the reactants needed to synthesize it. The reactants are: CC(=O)O.Nc1nc2ccc(-c3ccc(F)cc3)nc2c(=O)[nH]1.